This data is from NCI-60 drug combinations with 297,098 pairs across 59 cell lines. The task is: Regression. Given two drug SMILES strings and cell line genomic features, predict the synergy score measuring deviation from expected non-interaction effect. (1) Drug 1: C1=C(C(=O)NC(=O)N1)N(CCCl)CCCl. Drug 2: C1C(C(OC1N2C=NC(=NC2=O)N)CO)O. Cell line: SK-MEL-5. Synergy scores: CSS=26.9, Synergy_ZIP=-4.17, Synergy_Bliss=3.48, Synergy_Loewe=-0.597, Synergy_HSA=0.476. (2) Cell line: SNB-75. Drug 2: CN(C(=O)NC(C=O)C(C(C(CO)O)O)O)N=O. Synergy scores: CSS=-0.267, Synergy_ZIP=-1.69, Synergy_Bliss=0.339, Synergy_Loewe=-4.73, Synergy_HSA=-1.11. Drug 1: CC1=C(C(CCC1)(C)C)C=CC(=CC=CC(=CC(=O)O)C)C. (3) Drug 2: COCCOC1=C(C=C2C(=C1)C(=NC=N2)NC3=CC=CC(=C3)C#C)OCCOC.Cl. Drug 1: CC1C(C(=O)NC(C(=O)N2CCCC2C(=O)N(CC(=O)N(C(C(=O)O1)C(C)C)C)C)C(C)C)NC(=O)C3=C4C(=C(C=C3)C)OC5=C(C(=O)C(=C(C5=N4)C(=O)NC6C(OC(=O)C(N(C(=O)CN(C(=O)C7CCCN7C(=O)C(NC6=O)C(C)C)C)C)C(C)C)C)N)C. Synergy scores: CSS=27.7, Synergy_ZIP=0.851, Synergy_Bliss=7.48, Synergy_Loewe=2.09, Synergy_HSA=8.36. Cell line: CAKI-1. (4) Synergy scores: CSS=36.1, Synergy_ZIP=1.61, Synergy_Bliss=2.84, Synergy_Loewe=-9.02, Synergy_HSA=0.706. Drug 1: CC12CCC3C(C1CCC2=O)CC(=C)C4=CC(=O)C=CC34C. Drug 2: CCCCCOC(=O)NC1=NC(=O)N(C=C1F)C2C(C(C(O2)C)O)O. Cell line: COLO 205. (5) Drug 1: CC1C(C(CC(O1)OC2CC(CC3=C2C(=C4C(=C3O)C(=O)C5=C(C4=O)C(=CC=C5)OC)O)(C(=O)CO)O)N)O.Cl. Drug 2: CC1=C(N=C(N=C1N)C(CC(=O)N)NCC(C(=O)N)N)C(=O)NC(C(C2=CN=CN2)OC3C(C(C(C(O3)CO)O)O)OC4C(C(C(C(O4)CO)O)OC(=O)N)O)C(=O)NC(C)C(C(C)C(=O)NC(C(C)O)C(=O)NCCC5=NC(=CS5)C6=NC(=CS6)C(=O)NCCC[S+](C)C)O. Cell line: MDA-MB-435. Synergy scores: CSS=8.98, Synergy_ZIP=-4.27, Synergy_Bliss=-5.16, Synergy_Loewe=-17.4, Synergy_HSA=-5.34. (6) Drug 1: CCC1(CC2CC(C3=C(CCN(C2)C1)C4=CC=CC=C4N3)(C5=C(C=C6C(=C5)C78CCN9C7C(C=CC9)(C(C(C8N6C)(C(=O)OC)O)OC(=O)C)CC)OC)C(=O)OC)O.OS(=O)(=O)O. Drug 2: CN(CCCl)CCCl.Cl. Cell line: HCC-2998. Synergy scores: CSS=15.5, Synergy_ZIP=-3.37, Synergy_Bliss=0.711, Synergy_Loewe=1.64, Synergy_HSA=0.563.